This data is from hERG Central: cardiac toxicity at 1µM, 10µM, and general inhibition. The task is: Predict hERG channel inhibition at various concentrations. (1) The molecule is O=C1c2ccccc2C(=O)N1CCCCN(C(=O)c1ccco1)c1ccc(Cl)cc1. Results: hERG_inhib (hERG inhibition (general)): blocker. (2) The compound is CS(=O)(=O)c1nc(S(=O)(=O)c2ccc(Cl)cc2)c(N2CCC(C(N)=O)CC2)s1. Results: hERG_inhib (hERG inhibition (general)): blocker. (3) The drug is CC1CCC(NC(=O)CN2CCC(n3nnc4cc(F)ccc43)CC2)CC1. Results: hERG_inhib (hERG inhibition (general)): blocker. (4) The molecule is O=C(NCCc1ccccc1)c1ccccc1SCC(=O)N1CCCC1. Results: hERG_inhib (hERG inhibition (general)): blocker. (5) The molecule is CCN1CCN(c2ccc(NC(=O)c3ccc(F)cc3)cc2Cl)CC1. Results: hERG_inhib (hERG inhibition (general)): blocker.